Dataset: Forward reaction prediction with 1.9M reactions from USPTO patents (1976-2016). Task: Predict the product of the given reaction. (1) The product is: [NH2:9][C:3]1[N:4]=[CH:5][N:6]=[C:7]([O:17][C:13]2[CH:12]=[C:11]([NH:10][C:41](=[O:44])[CH:42]=[CH2:43])[CH:16]=[CH:15][CH:14]=2)[C:2]=1[C:26]1[CH:25]=[N:24][N:23]([CH2:22][C:21]2[CH:20]=[C:19]([F:18])[CH:39]=[C:38]([F:40])[CH:37]=2)[CH:27]=1. Given the reactants Cl[C:2]1[C:3]([NH2:9])=[N:4][CH:5]=[N:6][C:7]=1Cl.[NH2:10][C:11]1[CH:12]=[C:13]([OH:17])[CH:14]=[CH:15][CH:16]=1.[F:18][C:19]1[CH:20]=[C:21]([CH:37]=[C:38]([F:40])[CH:39]=1)[CH2:22][N:23]1[CH:27]=[C:26](B2OC(C)(C)C(C)(C)O2)[CH:25]=[N:24]1.[C:41](Cl)(=[O:44])[CH:42]=[CH2:43], predict the reaction product. (2) Given the reactants CC1(C)[O:6][CH:5]([C:7]([N:9]2[CH2:14][CH2:13][C@H:12]([O:15][C:16]3[CH:23]=[CH:22][C:21]([C:24]4[N:29]=[C:28]([NH:30][C:31]5[CH:36]=[CH:35][C:34]([N:37]6[CH2:42][CH2:41][N:40]([CH:43]7[CH2:46][O:45][CH2:44]7)[CH2:39][CH2:38]6)=[CH:33][CH:32]=5)[N:27]=[CH:26][N:25]=4)=[CH:20][C:17]=3[C:18]#[N:19])[C@H:11]([F:47])[CH2:10]2)=[O:8])[CH2:4][O:3]1.Cl, predict the reaction product. The product is: [OH:6][CH:5]([CH2:4][OH:3])[C:7]([N:9]1[CH2:14][CH2:13][C@H:12]([O:15][C:16]2[CH:23]=[CH:22][C:21]([C:24]3[N:29]=[C:28]([NH:30][C:31]4[CH:32]=[CH:33][C:34]([N:37]5[CH2:38][CH2:39][N:40]([CH:43]6[CH2:44][O:45][CH2:46]6)[CH2:41][CH2:42]5)=[CH:35][CH:36]=4)[N:27]=[CH:26][N:25]=3)=[CH:20][C:17]=2[C:18]#[N:19])[C@H:11]([F:47])[CH2:10]1)=[O:8]. (3) The product is: [CH2:17]([O:12][C:11]([C:2]1([NH:1][C:36]([C:35]2[C:29]3[O:28][C:27]([F:39])([F:26])[O:31][C:30]=3[CH:32]=[CH:33][CH:34]=2)=[O:37])[CH2:3][C:4]2[C:9](=[CH:8][CH:7]=[CH:6][CH:5]=2)[CH2:10]1)=[O:13])[CH3:18]. Given the reactants [NH2:1][C:2]1([C:11]([OH:13])=[O:12])[CH2:10][C:9]2[C:4](=[CH:5][CH:6]=[CH:7][CH:8]=2)[CH2:3]1.C(Cl)Cl.[CH3:17][CH2:18]N(C(C)C)C(C)C.[F:26][C:27]1([F:39])[O:31][C:30]2[CH:32]=[CH:33][CH:34]=[C:35]([C:36](Cl)=[O:37])[C:29]=2[O:28]1, predict the reaction product. (4) Given the reactants [Br:1][C:2]1[CH:3]=[C:4]([CH2:8][NH:9][CH3:10])[CH:5]=[CH:6][CH:7]=1.CCN([CH:17]([CH3:19])[CH3:18])C(C)C.[C:20]([O-:23])(O)=[O:21].[Na+].[CH2:25](Cl)Cl, predict the reaction product. The product is: [Br:1][C:2]1[CH:3]=[C:4]([CH:5]=[CH:6][CH:7]=1)[CH2:8][N:9]([CH3:10])[C:20](=[O:21])[O:23][C:17]([CH3:19])([CH3:25])[CH3:18].